From a dataset of Forward reaction prediction with 1.9M reactions from USPTO patents (1976-2016). Predict the product of the given reaction. (1) Given the reactants I[C:2]1[CH:7]=[CH:6][C:5](/[C:8](/[CH3:15])=[CH:9]/[C:10]([O:12][CH2:13][CH3:14])=[O:11])=[CH:4][CH:3]=1.[Br:16][C:17]1[CH:18]=[C:19](B(O)O)[CH:20]=[C:21]([Br:23])[CH:22]=1, predict the reaction product. The product is: [Br:16][C:17]1[CH:18]=[C:19]([C:2]2[CH:7]=[CH:6][C:5](/[C:8](/[CH3:15])=[CH:9]/[C:10]([O:12][CH2:13][CH3:14])=[O:11])=[CH:4][CH:3]=2)[CH:20]=[C:21]([Br:23])[CH:22]=1. (2) Given the reactants [C:1]([C:5]1[CH:33]=[CH:32][CH:31]=[CH:30][C:6]=1[O:7][CH2:8][CH2:9][N:10]([CH3:29])[C:11]([C:13]1[C:17]2[CH2:18][N:19](C(OC(C)(C)C)=O)[CH2:20][CH2:21][C:16]=2[NH:15][N:14]=1)=[O:12])([CH3:4])([CH3:3])[CH3:2].C(Cl)[Cl:35].CO.Cl, predict the reaction product. The product is: [ClH:35].[C:1]([C:5]1[CH:33]=[CH:32][CH:31]=[CH:30][C:6]=1[O:7][CH2:8][CH2:9][N:10]([CH3:29])[C:11]([C:13]1[C:17]2[CH2:18][NH:19][CH2:20][CH2:21][C:16]=2[NH:15][N:14]=1)=[O:12])([CH3:4])([CH3:2])[CH3:3]. (3) Given the reactants [OH:1][C:2]1[CH:10]=[CH:9][C:5]([CH2:6][CH2:7][OH:8])=[CH:4][CH:3]=1.C(=O)([O-])[O-].[K+].[K+].[Br:17][CH2:18][CH2:19][CH2:20]Br, predict the reaction product. The product is: [Br:17][CH2:18][CH2:19][CH2:20][O:1][C:2]1[CH:10]=[CH:9][C:5]([CH2:6][CH2:7][OH:8])=[CH:4][CH:3]=1. (4) The product is: [CH2:16]([O:9][C:4]1[CH:5]=[C:6]([Cl:8])[CH:7]=[C:2]([Br:1])[CH:3]=1)[C:17]1[CH:22]=[CH:21][CH:20]=[CH:19][CH:18]=1. Given the reactants [Br:1][C:2]1[CH:3]=[C:4]([OH:9])[CH:5]=[C:6]([Cl:8])[CH:7]=1.C(=O)([O-])[O-].[K+].[K+].[CH2:16](Br)[C:17]1[CH:22]=[CH:21][CH:20]=[CH:19][CH:18]=1, predict the reaction product. (5) Given the reactants C[O:2][C:3](=[O:26])[CH2:4][CH2:5][N:6]1[CH2:11][CH2:10][CH:9]([O:12][C:13]2[CH:18]=[CH:17][C:16]([O:19][C:20]3[CH:25]=[CH:24][CH:23]=[CH:22][CH:21]=3)=[CH:15][CH:14]=2)[CH2:8][CH2:7]1.[OH-].[Na+], predict the reaction product. The product is: [O:19]([C:16]1[CH:15]=[CH:14][C:13]([O:12][CH:9]2[CH2:10][CH2:11][N:6]([CH2:5][CH2:4][C:3]([OH:26])=[O:2])[CH2:7][CH2:8]2)=[CH:18][CH:17]=1)[C:20]1[CH:21]=[CH:22][CH:23]=[CH:24][CH:25]=1. (6) Given the reactants [Br:1]CCCC1CCCCN1C(OCC1C=CC=CC=1)=O.O[CH2:22][CH2:23][CH:24]1[CH2:29][CH2:28][CH2:27][N:26]([C:30]([O:32][CH2:33][C:34]2[CH:39]=[CH:38][CH:37]=[CH:36][CH:35]=2)=[O:31])[CH2:25]1, predict the reaction product. The product is: [Br:1][CH2:22][CH2:23][CH:24]1[CH2:29][CH2:28][CH2:27][N:26]([C:30]([O:32][CH2:33][C:34]2[CH:39]=[CH:38][CH:37]=[CH:36][CH:35]=2)=[O:31])[CH2:25]1. (7) Given the reactants [N+:1]([CH:4]([CH3:6])[CH3:5])([O-:3])=[O:2].[CH3:7][N:8]([CH3:12])[CH2:9][CH2:10][NH2:11].[OH-].[Na+].[CH2:15]=O, predict the reaction product. The product is: [CH3:7][N:8]([CH3:12])[CH2:9][CH2:10][NH:11][CH2:5][C:4]([CH3:15])([N+:1]([O-:3])=[O:2])[CH3:6]. (8) Given the reactants I[C:2]1[CH:3]=[C:4]2[C:9](=[CH:10][C:11]=1[O:12][CH3:13])[O:8][CH:7]([C:14]([F:17])([F:16])[F:15])[C:6]([C:18]([O:20][CH2:21][CH3:22])=[O:19])=[CH:5]2.[CH2:23]([Sn](CCCC)(CCCC)C=C)[CH2:24]CC.[F-].[NH4+], predict the reaction product. The product is: [CH3:13][O:12][C:11]1[CH:10]=[C:9]2[C:4]([CH:5]=[C:6]([C:18]([O:20][CH2:21][CH3:22])=[O:19])[CH:7]([C:14]([F:17])([F:16])[F:15])[O:8]2)=[CH:3][C:2]=1[CH:23]=[CH2:24]. (9) Given the reactants [Li].C([N-]C(C)C)(C)C.[CH2:9]([O:11][C:12](=[O:18])[CH2:13][O:14][CH2:15][CH2:16][CH3:17])[CH3:10].[CH3:19][Si:20]([CH3:37])([CH3:36])[CH2:21][CH2:22][O:23][CH2:24][N:25]1[C:33]2[C:28](=[CH:29][C:30]([CH:34]=[O:35])=[CH:31][CH:32]=2)[CH:27]=[CH:26]1, predict the reaction product. The product is: [CH2:9]([O:11][C:12](=[O:18])[CH:13]([O:14][CH2:15][CH2:16][CH3:17])[CH:34]([OH:35])[C:30]1[CH:29]=[C:28]2[C:33](=[CH:32][CH:31]=1)[N:25]([CH2:24][O:23][CH2:22][CH2:21][Si:20]([CH3:36])([CH3:19])[CH3:37])[CH:26]=[CH:27]2)[CH3:10].